From a dataset of Reaction yield outcomes from USPTO patents with 853,638 reactions. Predict the reaction yield, written as a fraction of the theoretical maximum amount of product (1.0 means a 100% yield; for example, 0.34 means a 34% yield). (1) The reactants are [F:1][C:2]1[CH:7]=[CH:6][C:5]([Mg]Br)=[CH:4][CH:3]=1.[O:10]=[C:11]1[CH2:14][N:13]([C:15]([O:17][C:18]([CH3:21])([CH3:20])[CH3:19])=[O:16])[CH2:12]1.[Cl-].[NH4+].Cl. The catalyst is C(OCC)C.C1COCC1. The product is [F:1][C:2]1[CH:7]=[CH:6][C:5]([C:11]2([OH:10])[CH2:12][N:13]([C:15]([O:17][C:18]([CH3:20])([CH3:19])[CH3:21])=[O:16])[CH2:14]2)=[CH:4][CH:3]=1. The yield is 0.430. (2) The reactants are [CH]Cl.C([N:10]([CH2:20][C:21]1[C:25]2[N:26]=[CH:27][NH:28][C:29](=[O:30])[C:24]=2[NH:23][CH:22]=1)[CH2:11][CH:12]1[CH2:17][O:16][C:15]([CH3:19])([CH3:18])[O:14][CH2:13]1)C1C=CC=CC=1. The product is [CH3:18][C:15]1([CH3:19])[O:16][CH2:17][CH:12]([CH2:11][NH:10][CH2:20][C:21]2[C:25]3[N:26]=[CH:27][NH:28][C:29](=[O:30])[C:24]=3[NH:23][CH:22]=2)[CH2:13][O:14]1. The catalyst is CO. The yield is 0.424. (3) The reactants are Br[CH2:2][C:3]([CH2:5]Br)=[O:4].[OH:7][C:8]1[CH:13]=[CH:12][CH:11]=[CH:10][N:9]=1. The catalyst is C1C=CC=CC=1. The product is [N:9]1[CH:10]=[CH:11][CH:12]=[CH:13][C:8]=1[O:7][CH2:2][C:3]([CH2:5][O:7][C:8]1[CH:13]=[CH:12][CH:11]=[CH:10][N:9]=1)=[O:4]. The yield is 0.140.